From a dataset of TCR-epitope binding with 47,182 pairs between 192 epitopes and 23,139 TCRs. Binary Classification. Given a T-cell receptor sequence (or CDR3 region) and an epitope sequence, predict whether binding occurs between them. (1) The epitope is RPPIFIRRL. The TCR CDR3 sequence is CASSLSQGIQNIQYF. Result: 1 (the TCR binds to the epitope). (2) The epitope is VLWAHGFEL. The TCR CDR3 sequence is CASSFEPNTGELFF. Result: 1 (the TCR binds to the epitope). (3) The epitope is QECVRGTTVL. The TCR CDR3 sequence is CASSHTGNNQPQHF. Result: 1 (the TCR binds to the epitope). (4) The epitope is NLVPMVATV. The TCR CDR3 sequence is CASSLVGPPGEAFF. Result: 0 (the TCR does not bind to the epitope). (5) The epitope is KAYNVTQAF. The TCR CDR3 sequence is CASSLASRGGAYNEQFF. Result: 0 (the TCR does not bind to the epitope). (6) The epitope is VLWAHGFEL. The TCR CDR3 sequence is CASSQEQAWSTEAFF. Result: 1 (the TCR binds to the epitope). (7) The epitope is KAFSPEVIPMF. The TCR CDR3 sequence is CASSMTYGYTF. Result: 1 (the TCR binds to the epitope). (8) The epitope is TPINLVRDL. The TCR CDR3 sequence is CASSLYRDAPFPQYF. Result: 0 (the TCR does not bind to the epitope). (9) The TCR CDR3 sequence is CASTGQGGLNEQFF. The epitope is WICLLQFAY. Result: 1 (the TCR binds to the epitope).